Dataset: Full USPTO retrosynthesis dataset with 1.9M reactions from patents (1976-2016). Task: Predict the reactants needed to synthesize the given product. (1) Given the product [Cl:8][C:9]1[CH:10]=[N:11][CH:12]=[CH:13][C:14]=1[N:1]1[CH:5]=[CH:4][CH:3]=[C:2]1[CH:6]=[O:7], predict the reactants needed to synthesize it. The reactants are: [NH:1]1[CH:5]=[CH:4][CH:3]=[C:2]1[CH:6]=[O:7].[Cl:8][C:9]1[CH:10]=[N:11][CH:12]=[CH:13][C:14]=1Cl.C(=O)([O-])[O-].[Cs+].[Cs+].CN1CCCC1=O. (2) Given the product [Cl:1][C:2]1[N:3]=[C:4]2[CH2:12][N:23]([CH2:14][C:15]3[CH:22]=[CH:21][C:18]([O:19][CH3:20])=[CH:17][CH:16]=3)[C:6](=[O:8])[C:5]2=[CH:10][CH:11]=1, predict the reactants needed to synthesize it. The reactants are: [Cl:1][C:2]1[CH:11]=[CH:10][C:5]([C:6]([O:8]C)=O)=[C:4]([CH2:12]Cl)[N:3]=1.[CH2:14]([NH2:23])[C:15]1[CH:22]=[CH:21][C:18]([O:19][CH3:20])=[CH:17][CH:16]=1. (3) Given the product [O:1]1[CH2:6][CH2:5][CH:4]([C:7]([Cl:12])=[O:9])[CH2:3][CH2:2]1, predict the reactants needed to synthesize it. The reactants are: [O:1]1[CH2:6][CH2:5][CH:4]([C:7]([OH:9])=O)[CH2:3][CH2:2]1.S(Cl)([Cl:12])=O. (4) The reactants are: [CH:1]([C:3]1[N:4]=[CH:5][C:6]([NH2:9])=[N:7][CH:8]=1)=[CH2:2].C([O-])([O-])=O.[K+].[K+].N[C:17]1[CH:22]=[CH:21][C:20]([S:23]([N:26]2[CH2:31][CH2:30][N:29]([C:32]([O:34][C:35]([CH3:38])([CH3:37])[CH3:36])=[O:33])[CH2:28][CH2:27]2)(=[O:25])=[O:24])=[CH:19][CH:18]=1.CC(C1C=C(C(C)C)C(C2C=CC=CC=2P(C2CCCCC2)C2CCCCC2)=C(C(C)C)C=1)C. Given the product [CH:1]([C:3]1[N:4]=[CH:5][C:6]([NH:9][C:17]2[CH:18]=[CH:19][C:20]([S:23]([N:26]3[CH2:27][CH2:28][N:29]([C:32]([O:34][C:35]([CH3:38])([CH3:37])[CH3:36])=[O:33])[CH2:30][CH2:31]3)(=[O:25])=[O:24])=[CH:21][CH:22]=2)=[N:7][CH:8]=1)=[CH2:2], predict the reactants needed to synthesize it.